Binary Classification. Given a drug SMILES string, predict its activity (active/inactive) in a high-throughput screening assay against a specified biological target. From a dataset of Cav3 T-type calcium channel HTS with 100,875 compounds. (1) The drug is S(c1n(CC)c(nn1)CSc1sc2c(n1)cccc2)CC(=O)NCC(OC)=O. The result is 0 (inactive). (2) The compound is Fc1ccc(N\N=C(\C(=O)NC(OCC)=O)C#N)cc1. The result is 0 (inactive).